Dataset: Forward reaction prediction with 1.9M reactions from USPTO patents (1976-2016). Task: Predict the product of the given reaction. Given the reactants Cl.[N:2]1([C:8]2[CH:9]=[CH:10][C:11](=[O:14])[NH:12][N:13]=2)[CH2:7][CH2:6][NH:5][CH2:4][CH2:3]1.C(N(CC)CC)C.[C:22](O[C:22]([O:24][C:25]([CH3:28])([CH3:27])[CH3:26])=[O:23])([O:24][C:25]([CH3:28])([CH3:27])[CH3:26])=[O:23], predict the reaction product. The product is: [O:14]=[C:11]1[NH:12][N:13]=[C:8]([N:2]2[CH2:7][CH2:6][N:5]([C:22]([O:24][C:25]([CH3:28])([CH3:27])[CH3:26])=[O:23])[CH2:4][CH2:3]2)[CH:9]=[CH:10]1.